From a dataset of Forward reaction prediction with 1.9M reactions from USPTO patents (1976-2016). Predict the product of the given reaction. (1) The product is: [C:22]([N:34]1[CH:33]=[CH:32][CH:31]=[C:27]([C:28]([OH:30])=[O:29])[CH:26]1[NH2:25])(=[O:24])[CH2:21][CH2:20][CH:19]=[CH:18][CH2:17][CH:16]=[CH:15][CH2:14][CH:13]=[CH:12][CH2:11][CH:10]=[CH:9][CH2:8][CH:7]=[CH:6][CH2:5][CH:4]=[CH:3][CH2:2][CH3:1]. Given the reactants [CH3:1][CH2:2]/[CH:3]=[CH:4]\[CH2:5]/[CH:6]=[CH:7]\[CH2:8]/[CH:9]=[CH:10]\[CH2:11]/[CH:12]=[CH:13]\[CH2:14]/[CH:15]=[CH:16]\[CH2:17]/[CH:18]=[CH:19]\[CH2:20][CH2:21][C:22]([OH:24])=O.[NH2:25][C:26]1[N:34]=[CH:33][CH:32]=[CH:31][C:27]=1[C:28]([OH:30])=[O:29], predict the reaction product. (2) Given the reactants [C:1]1([CH3:30])[CH:6]=[CH:5][C:4]([C:7]2[N:8]=[C:9]3[CH2:23][CH2:22][CH2:21][N:20]([CH2:24][CH2:25][CH2:26][CH2:27][CH:28]=O)[C:10]3=[N:11][C:12]=2[C:13]2[CH:18]=[CH:17][C:16]([CH3:19])=[CH:15][CH:14]=2)=[CH:3][CH:2]=1.[S:31]1[CH2:35][C:34](=[O:36])[NH:33][C:32]1=[O:37].N1CCCCC1.Cl, predict the reaction product. The product is: [C:1]1([CH3:30])[CH:6]=[CH:5][C:4]([C:7]2[N:8]=[C:9]3[CH2:23][CH2:22][CH2:21][N:20]([CH2:24][CH2:25][CH2:26][CH2:27]/[CH:28]=[C:35]4\[C:34](=[O:36])[NH:33][C:32](=[O:37])[S:31]\4)[C:10]3=[N:11][C:12]=2[C:13]2[CH:18]=[CH:17][C:16]([CH3:19])=[CH:15][CH:14]=2)=[CH:3][CH:2]=1. (3) Given the reactants C1(P(C2C=CC=CC=2)C2C=CC=CC=2)C=CC=CC=1.[Cl:20][C:21]1[CH:26]=[CH:25][CH:24]=[C:23]([Cl:27])[C:22]=1[OH:28].O[CH2:30][C:31]1[C:35]([CH2:36][O:37][C:38]2[CH:43]=[CH:42][C:41]([C:44]3[CH:45]=[C:46]4[C:51](=[CH:52][CH:53]=3)[N:50]=[C:49]([C:54]([O:56]C)=[O:55])[CH:48]=[CH:47]4)=[CH:40][CH:39]=2)=[C:34]([CH:58]([CH3:60])[CH3:59])[O:33][N:32]=1.N(C(OC(C)C)=O)=NC(OC(C)C)=O.[OH-].[Na+], predict the reaction product. The product is: [Cl:20][C:21]1[CH:26]=[CH:25][CH:24]=[C:23]([Cl:27])[C:22]=1[O:28][CH2:30][C:31]1[C:35]([CH2:36][O:37][C:38]2[CH:43]=[CH:42][C:41]([C:44]3[CH:45]=[C:46]4[C:51](=[CH:52][CH:53]=3)[N:50]=[C:49]([C:54]([OH:56])=[O:55])[CH:48]=[CH:47]4)=[CH:40][CH:39]=2)=[C:34]([CH:58]([CH3:60])[CH3:59])[O:33][N:32]=1. (4) Given the reactants [CH3:1][NH:2][S:3]([C:6]1[CH:11]=[CH:10][CH:9]=[C:8]([OH:12])[CH:7]=1)(=[O:5])=[O:4].C([O-])([O-])=O.[Cs+].[Cs+].S(O[CH2:30][CH2:31][CH2:32][Cl:33])(C1C=CC(C)=CC=1)(=O)=O, predict the reaction product. The product is: [CH3:1][NH:2][S:3]([C:6]1[CH:11]=[CH:10][CH:9]=[C:8]([O:12][CH2:30][CH2:31][CH2:32][Cl:33])[CH:7]=1)(=[O:4])=[O:5]. (5) Given the reactants [C:1]([OH:6])(=[O:5])[CH2:2][CH2:3][CH3:4].C(Cl)CCl.O[CH2:12][C:13]1[CH:18]=[CH:17][C:16]([CH:19]([C:29]([NH:31][C:32]2[CH:33]=[C:34]3[C:39](=[CH:40][CH:41]=2)[CH:38]=[N:37][CH:36]=[CH:35]3)=[O:30])[CH2:20][NH:21][C:22](=[O:28])[O:23][C:24]([CH3:27])([CH3:26])[CH3:25])=[CH:15][CH:14]=1, predict the reaction product. The product is: [C:1]([O:6][CH2:12][C:13]1[CH:14]=[CH:15][C:16]([CH:19]([CH2:20][NH:21][C:22]([O:23][C:24]([CH3:27])([CH3:26])[CH3:25])=[O:28])[C:29]([NH:31][C:32]2[CH:33]=[C:34]3[C:39](=[CH:40][CH:41]=2)[CH:38]=[N:37][CH:36]=[CH:35]3)=[O:30])=[CH:17][CH:18]=1)(=[O:5])[CH2:2][CH2:3][CH3:4].